Dataset: Full USPTO retrosynthesis dataset with 1.9M reactions from patents (1976-2016). Task: Predict the reactants needed to synthesize the given product. (1) Given the product [CH2:31]([O:30][C:28]([N:14]1[CH:13]([C:15]([OH:17])=[O:16])[CH2:12][S:11][C@@H:10]1[C:7]1[CH:6]=[CH:5][C:4]([C:1](=[O:3])[CH3:2])=[CH:9][CH:8]=1)=[O:29])[C:32]1[CH:37]=[CH:36][CH:35]=[CH:34][CH:33]=1, predict the reactants needed to synthesize it. The reactants are: [C:1]([C:4]1[CH:9]=[CH:8][C:7]([C@@H:10]2[NH:14][CH:13]([C:15]([OH:17])=[O:16])[CH2:12][S:11]2)=[CH:6][CH:5]=1)(=[O:3])[CH3:2].CCN(C(C)C)C(C)C.Cl[C:28]([O:30][CH2:31][C:32]1[CH:37]=[CH:36][CH:35]=[CH:34][CH:33]=1)=[O:29]. (2) Given the product [ClH:19].[OH:1][C:2]1[C:9]([OH:10])=[CH:8][C:5]([C:6]#[N:7])=[C:4]([CH2:12][NH:13][CH2:14][CH2:15][OH:16])[C:3]=1[C:17]#[N:18], predict the reactants needed to synthesize it. The reactants are: [OH:1][C:2]1[C:9]([O:10]C)=[CH:8][C:5]([C:6]#[N:7])=[C:4]([CH2:12][NH:13][CH2:14][CH2:15][OH:16])[C:3]=1[C:17]#[N:18].[Cl-:19].[Al+3].[Cl-].[Cl-].[I-].[Na+]. (3) Given the product [CH3:1][C:2]([CH3:19])([CH2:8][C:9]1[CH:14]=[CH:13][C:12]([C:15]([F:16])([F:17])[F:18])=[CH:11][CH:10]=1)[C:3]([OH:5])=[O:4], predict the reactants needed to synthesize it. The reactants are: [CH3:1][C:2]([CH3:19])([CH2:8][C:9]1[CH:14]=[CH:13][C:12]([C:15]([F:18])([F:17])[F:16])=[CH:11][CH:10]=1)[C:3]([O:5]CC)=[O:4].[OH-].[Na+].Cl. (4) Given the product [F:13][C:14]1[CH:21]=[C:20]([N:6]2[C@H:7]([CH3:23])[CH2:8][C@@:4]([OH:12])([CH3:1])[C@@H:5]2[CH3:9])[CH:19]=[CH:18][C:15]=1[C:16]#[N:17], predict the reactants needed to synthesize it. The reactants are: [CH:1]1([C@:4]2([OH:12])[CH2:8][CH2:7][NH:6][C@H:5]2[CH:9](C)C)CC1.[F:13][C:14]1[CH:21]=[C:20](F)[CH:19]=[CH:18][C:15]=1[C:16]#[N:17].[C:23](=O)([O-])[O-].[Li+].[Li+]. (5) Given the product [CH3:34][N:2]([CH3:1])[C@@H:3]1[CH2:7][CH2:6][N:5]([C:8]2[N:13]3[C:14]([C:32]([NH2:33])=[O:36])=[C:15]([CH2:17][N:18]([CH2:29][CH2:30][CH3:31])[C@@H:19]4[C:28]5[N:27]=[CH:26][CH:25]=[CH:24][C:23]=5[CH2:22][CH2:21][CH2:20]4)[N:16]=[C:12]3[CH:11]=[CH:10][CH:9]=2)[CH2:4]1, predict the reactants needed to synthesize it. The reactants are: [CH3:1][N:2]([CH3:34])[C@@H:3]1[CH2:7][CH2:6][N:5]([C:8]2[N:13]3[C:14]([C:32]#[N:33])=[C:15]([CH2:17][N:18]([CH2:29][CH2:30][CH3:31])[C@@H:19]4[C:28]5[N:27]=[CH:26][CH:25]=[CH:24][C:23]=5[CH2:22][CH2:21][CH2:20]4)[N:16]=[C:12]3[CH:11]=[CH:10][CH:9]=2)[CH2:4]1.S(=O)(=O)(O)[OH:36]. (6) Given the product [NH2:16][C:10]1[O:11][CH2:12][C:13]([F:14])([F:15])[C@:8]([C:6]2[CH:7]=[C:2]([NH:1][C:27]([C:21]3[C:20]([F:19])=[CH:25][C:24]([F:26])=[CH:23][N:22]=3)=[O:28])[CH:3]=[CH:4][C:5]=2[F:18])([CH3:17])[N:9]=1, predict the reactants needed to synthesize it. The reactants are: [NH2:1][C:2]1[CH:3]=[CH:4][C:5]([F:18])=[C:6]([C@:8]2([CH3:17])[C:13]([F:15])([F:14])[CH2:12][O:11][C:10]([NH2:16])=[N:9]2)[CH:7]=1.[F:19][C:20]1[C:21]([C:27](O)=[O:28])=[N:22][CH:23]=[C:24]([F:26])[CH:25]=1. (7) Given the product [CH2:20]([Sn:5]([CH2:1][CH2:2][CH2:3][CH3:4])([CH2:16][CH2:17][CH2:18][CH3:19])[C:6]1[N:7]=[N:8][N:9]([CH2:11][C:12]([OH:14])=[O:13])[CH:10]=1)[CH2:21][CH2:22][CH3:23], predict the reactants needed to synthesize it. The reactants are: [CH2:1]([Sn:5]([CH2:20][CH2:21][CH2:22][CH3:23])([CH2:16][CH2:17][CH2:18][CH3:19])[C:6]1[N:7]=[N:8][N:9]([CH2:11][C:12]([O:14]C)=[O:13])[CH:10]=1)[CH2:2][CH2:3][CH3:4].[Li+].[OH-]. (8) Given the product [O:21]=[C:15]1[C:14]2[CH:13]=[C:12]([C:5]3[CH:6]=[CH:7][CH:8]=[C:9]4[C:4]=3[N:3]=[C:2]([NH:22][C@H:23]3[CH2:28][CH2:27][CH2:26][N:25]([C:29]([O:31][C:32]([CH3:35])([CH3:34])[CH3:33])=[O:30])[CH2:24]3)[CH:11]=[CH:10]4)[NH:20][C:19]=2[CH2:18][CH2:17][NH:16]1, predict the reactants needed to synthesize it. The reactants are: Cl[C:2]1[CH:11]=[CH:10][C:9]2[C:4](=[C:5]([C:12]3[NH:20][C:19]4[CH2:18][CH2:17][NH:16][C:15](=[O:21])[C:14]=4[CH:13]=3)[CH:6]=[CH:7][CH:8]=2)[N:3]=1.[NH2:22][C@H:23]1[CH2:28][CH2:27][CH2:26][N:25]([C:29]([O:31][C:32]([CH3:35])([CH3:34])[CH3:33])=[O:30])[CH2:24]1.